Regression. Given two drug SMILES strings and cell line genomic features, predict the synergy score measuring deviation from expected non-interaction effect. From a dataset of NCI-60 drug combinations with 297,098 pairs across 59 cell lines. Drug 1: CN(C)C1=NC(=NC(=N1)N(C)C)N(C)C. Drug 2: C(=O)(N)NO. Cell line: SNB-19. Synergy scores: CSS=0.350, Synergy_ZIP=0.541, Synergy_Bliss=1.21, Synergy_Loewe=-0.0417, Synergy_HSA=-0.424.